Dataset: Catalyst prediction with 721,799 reactions and 888 catalyst types from USPTO. Task: Predict which catalyst facilitates the given reaction. Reactant: [NH2:1][C:2]1[CH:3]=[C:4]2[C:17](=[CH:18][CH:19]=1)[N:16]1[CH2:20][C@@H:21]([CH3:25])[O:22][C@@H:23]([CH3:24])[C@@H:15]1[C:6]1([C:11](=[O:12])[NH:10][C:9](=[O:13])[NH:8][C:7]1=[O:14])[CH2:5]2.C(N(CC)CC)C.[CH2:33]([N:35]=[C:36]=[O:37])[CH3:34]. Product: [CH3:25][C@H:21]1[O:22][C@@H:23]([CH3:24])[C@@H:15]2[C:6]3([CH2:5][C:4]4[C:17]([N:16]2[CH2:20]1)=[CH:18][CH:19]=[C:2]([NH:1][C:36]([NH:35][CH2:33][CH3:34])=[O:37])[CH:3]=4)[C:7](=[O:14])[NH:8][C:9](=[O:13])[NH:10][C:11]3=[O:12]. The catalyst class is: 1.